This data is from NCI-60 drug combinations with 297,098 pairs across 59 cell lines. The task is: Regression. Given two drug SMILES strings and cell line genomic features, predict the synergy score measuring deviation from expected non-interaction effect. Drug 1: C1=C(C(=O)NC(=O)N1)N(CCCl)CCCl. Drug 2: C1=NC2=C(N1)C(=S)N=CN2. Cell line: COLO 205. Synergy scores: CSS=37.6, Synergy_ZIP=-8.13, Synergy_Bliss=-9.39, Synergy_Loewe=-7.29, Synergy_HSA=-5.25.